Dataset: Catalyst prediction with 721,799 reactions and 888 catalyst types from USPTO. Task: Predict which catalyst facilitates the given reaction. (1) Reactant: Cl.[Cl:2][C:3]1[CH:8]=[CH:7][CH:6]=[CH:5][C:4]=1[CH:9]([N:13]1[CH2:18][CH2:17][N:16]([CH3:19])[CH2:15][CH2:14]1)[C:10]([OH:12])=[O:11].BrC(C1C=CC=CC=1[F:31])C(O)=O. Product: [ClH:2].[F:31][C:3]1[CH:8]=[CH:7][CH:6]=[CH:5][C:4]=1[CH:9]([N:13]1[CH2:18][CH2:17][N:16]([CH3:19])[CH2:15][CH2:14]1)[C:10]([OH:12])=[O:11]. The catalyst class is: 10. (2) Reactant: [OH:1][C:2]1[CH:7]=[CH:6][C:5]([CH2:8][CH2:9][C:10]([O:12][CH2:13][C:14]2[CH:19]=[CH:18][CH:17]=[CH:16][CH:15]=2)=[O:11])=[CH:4][CH:3]=1.N1C=CN=C1.[C:25]([Si:29](Cl)([CH3:31])[CH3:30])([CH3:28])([CH3:27])[CH3:26]. Product: [Si:29]([O:1][C:2]1[CH:3]=[CH:4][C:5]([CH2:8][CH2:9][C:10]([O:12][CH2:13][C:14]2[CH:15]=[CH:16][CH:17]=[CH:18][CH:19]=2)=[O:11])=[CH:6][CH:7]=1)([C:25]([CH3:28])([CH3:27])[CH3:26])([CH3:31])[CH3:30]. The catalyst class is: 46.